From a dataset of Forward reaction prediction with 1.9M reactions from USPTO patents (1976-2016). Predict the product of the given reaction. (1) Given the reactants [CH3:1][O:2][C:3]1[CH:4]=[C:5]([N:9]=[C:10]=[O:11])[CH:6]=[CH:7][CH:8]=1.C(N(CC)CC)C.[ClH:19].Cl.[NH2:21][C:22]1[CH:27]=[CH:26][C:25]([C:28]2[CH:33]=[CH:32][C:31]([NH:34][C:35]([C@@H:37]3[CH:42]4[CH2:43][CH2:44][N:39]([CH2:40][CH2:41]4)[CH2:38]3)=[O:36])=[CH:30][CH:29]=2)=[CH:24][CH:23]=1.O, predict the reaction product. The product is: [ClH:19].[CH3:1][O:2][C:3]1[CH:4]=[C:5]([NH:9][C:10]([NH:21][C:22]2[CH:27]=[CH:26][C:25]([C:28]3[CH:29]=[CH:30][C:31]([NH:34][C:35]([C@@H:37]4[CH:42]5[CH2:41][CH2:40][N:39]([CH2:44][CH2:43]5)[CH2:38]4)=[O:36])=[CH:32][CH:33]=3)=[CH:24][CH:23]=2)=[O:11])[CH:6]=[CH:7][CH:8]=1. (2) The product is: [NH2:11][CH2:12][CH2:13][CH2:14][CH2:15][CH2:16][CH2:58][CH2:57][NH:56][C:54](=[O:55])[CH2:53][O:52][CH2:51][C:50]([NH:49][C@H:32]1[CH2:31][CH2:30][C@:29]2([OH:28])[C@@:34]34[C:45]5[C:40](=[CH:41][CH:42]=[C:43]([OH:47])[C:44]=5[O:46][C@@H:33]13)[CH2:39][CH:38]2[N:37]([CH3:48])[CH2:36][CH2:35]4)=[O:75]. Given the reactants O=C([NH:11][CH2:12][CH2:13][CH2:14][CH2:15][CH2:16]CCNC(=O)COCC(O)=O)OCC1C=CC=CC=1.[OH:28][C@:29]12[CH:38]3[CH2:39][C:40]4[C:45]5[C@@:34]1([CH2:35][CH2:36][N:37]3[CH3:48])[C@@H:33]([O:46][C:44]=5[C:43]([OH:47])=[CH:42][CH:41]=4)[C@@H:32]([NH:49][C:50](=[O:75])[CH2:51][O:52][CH2:53][C:54]([NH:56][CH2:57][CH2:58]OC1C=CC=C(C#CC3C=CC=C(C)N=3)C=1)=[O:55])[CH2:31][CH2:30]2.CCOC1N(C(OCC)=O)C2C(=CC=CC=2)C=C1, predict the reaction product. (3) Given the reactants [C:1]([O:5][C:6](=[N:29][NH:30][C:31]([NH2:33])=[O:32])[CH2:7][C@H:8]([NH:11]C(OCC1C2CC3C(=CC=CC=3)C=2C=CC=1)=O)[CH:9]=[O:10])([CH3:4])([CH3:3])[CH3:2].C(NCC)C, predict the reaction product. The product is: [C:1]([O:5][C:6](=[N:29][NH:30][C:31]([NH2:33])=[O:32])[CH2:7][C@H:8]([NH2:11])[CH:9]=[O:10])([CH3:4])([CH3:2])[CH3:3]. (4) Given the reactants [Br:1][C:2]1[CH:7]=[CH:6][C:5]([CH2:8][C:9]([C:27]2[CH:32]=[CH:31][C:30]([F:33])=[C:29]([C:34]([F:37])([F:36])[F:35])[CH:28]=2)([C:13]2[CH:18]=[C:17]([O:19][C:20]([F:25])([F:24])[CH:21]([F:23])[F:22])[CH:16]=[C:15]([F:26])[CH:14]=2)C(O)=O)=[CH:4][CH:3]=1.ClC(OCC)=O.[N-:44]=[N+]=[N-].[Na+].CC([O-])(C)C.[K+].CC(O)(C)C, predict the reaction product. The product is: [Br:1][C:2]1[CH:7]=[CH:6][C:5]([CH2:8][C:9]([C:27]2[CH:32]=[CH:31][C:30]([F:33])=[C:29]([C:34]([F:37])([F:36])[F:35])[CH:28]=2)([C:13]2[CH:18]=[C:17]([O:19][C:20]([F:25])([F:24])[CH:21]([F:23])[F:22])[CH:16]=[C:15]([F:26])[CH:14]=2)[NH2:44])=[CH:4][CH:3]=1. (5) Given the reactants C1(P(C2CCCCC2)C2C=CC=CC=2C2C=CC=CC=2)CCCCC1.[CH3:26][O:27][C:28]1[CH:29]=[C:30]([NH2:40])[CH:31]=[CH:32][C:33]=1[C:34]1[O:38][C:37]([CH3:39])=[N:36][CH:35]=1.[CH2:41]([C:48]1[CH:53]=[C:52]([CH3:54])[N:51]=[C:50](Cl)[N:49]=1)[C:42]1[CH:47]=[CH:46][CH:45]=[CH:44][CH:43]=1.O, predict the reaction product. The product is: [CH2:41]([C:48]1[CH:53]=[C:52]([CH3:54])[N:51]=[C:50]([NH:40][C:30]2[CH:31]=[CH:32][C:33]([C:34]3[O:38][C:37]([CH3:39])=[N:36][CH:35]=3)=[C:28]([O:27][CH3:26])[CH:29]=2)[N:49]=1)[C:42]1[CH:43]=[CH:44][CH:45]=[CH:46][CH:47]=1. (6) Given the reactants [CH-:1]1[CH:5]=[CH:4][CH:3]=[CH:2]1.[CH-:6]1[CH:10]=[CH:9][CH:8]=[CH:7]1.[Fe+2:11].F[B-](F)(F)F.[N+:17]([C:20]1[CH:25]=[CH:24][CH:23]=[CH:22][C:21]=1[N+]#N)([O-:19])=[O:18].O, predict the reaction product. The product is: [N+:17]([C:20]1[CH:25]=[CH:24][C:23]([C-:1]2[CH:5]=[CH:4][CH:3]=[CH:2]2)=[CH:22][CH:21]=1)([O-:19])=[O:18].[CH-:6]1[CH:10]=[CH:9][CH:8]=[CH:7]1.[Fe+2:11].